This data is from NCI-60 drug combinations with 297,098 pairs across 59 cell lines. The task is: Regression. Given two drug SMILES strings and cell line genomic features, predict the synergy score measuring deviation from expected non-interaction effect. (1) Drug 1: CC1=C(C=C(C=C1)NC2=NC=CC(=N2)N(C)C3=CC4=NN(C(=C4C=C3)C)C)S(=O)(=O)N.Cl. Drug 2: C1=NC2=C(N=C(N=C2N1C3C(C(C(O3)CO)O)F)Cl)N. Cell line: UO-31. Synergy scores: CSS=30.1, Synergy_ZIP=-8.53, Synergy_Bliss=-0.924, Synergy_Loewe=-26.4, Synergy_HSA=0.582. (2) Drug 1: CC(C1=C(C=CC(=C1Cl)F)Cl)OC2=C(N=CC(=C2)C3=CN(N=C3)C4CCNCC4)N. Drug 2: CN(C(=O)NC(C=O)C(C(C(CO)O)O)O)N=O. Cell line: NCI-H460. Synergy scores: CSS=2.29, Synergy_ZIP=1.81, Synergy_Bliss=2.74, Synergy_Loewe=-6.45, Synergy_HSA=2.30.